Task: Predict which catalyst facilitates the given reaction.. Dataset: Catalyst prediction with 721,799 reactions and 888 catalyst types from USPTO (1) Reactant: [Br:1][C:2]1[CH:3]=[CH:4][C:5]([C:8]([OH:10])=O)=[N:6][CH:7]=1.[F:11][C:12]([F:18])([F:17])[C:13]1([NH2:16])[CH2:15][CH2:14]1.F[P-](F)(F)(F)(F)F.N1(O[P+](N(C)C)(N(C)C)N(C)C)C2C=CC=CC=2N=N1.C(N(CC)CC)C. Product: [Br:1][C:2]1[CH:3]=[CH:4][C:5]([C:8]([NH:16][C:13]2([C:12]([F:18])([F:17])[F:11])[CH2:15][CH2:14]2)=[O:10])=[N:6][CH:7]=1. The catalyst class is: 2. (2) Reactant: [N:1]1[CH:6]=[CH:5][CH:4]=[CH:3][C:2]=1[CH2:7][C:8]([N:10]1[CH2:14][CH2:13][C:12]2([CH2:19][CH2:18][NH:17][CH2:16][CH2:15]2)[CH2:11]1)=[O:9].[CH2:20]([O:24][C:25]1[CH:32]=[CH:31][CH:30]=[CH:29][C:26]=1[CH:27]=O)[CH:21]([CH3:23])[CH3:22].C(O[BH-](OC(=O)C)OC(=O)C)(=O)C.[Na+].CO. Product: [CH2:20]([O:24][C:25]1[CH:32]=[CH:31][CH:30]=[CH:29][C:26]=1[CH2:27][N:17]1[CH2:18][CH2:19][C:12]2([CH2:11][N:10]([C:8](=[O:9])[CH2:7][C:2]3[CH:3]=[CH:4][CH:5]=[CH:6][N:1]=3)[CH2:14][CH2:13]2)[CH2:15][CH2:16]1)[CH:21]([CH3:23])[CH3:22]. The catalyst class is: 576.